This data is from Reaction yield outcomes from USPTO patents with 853,638 reactions. The task is: Predict the reaction yield, written as a fraction of the theoretical maximum amount of product (1.0 means a 100% yield; for example, 0.34 means a 34% yield). (1) The reactants are [OH:1][C:2]1[CH:3]=[C:4]([CH:10]=[CH:11][CH:12]=1)[C:5]([O:7][CH2:8][CH3:9])=[O:6].BrC[CH2:15][CH:16]1[O:20][CH2:19][CH2:18][O:17]1.C(=O)([O-])[O-].[K+].[K+].[I-].[Na+]. The catalyst is CN(C=O)C. The product is [CH2:8]([O:7][C:5](=[O:6])[C:4]1[CH:10]=[CH:11][CH:12]=[C:2]([O:1][CH2:15][CH:16]2[O:20][CH2:19][CH2:18][O:17]2)[CH:3]=1)[CH3:9]. The yield is 0.960. (2) The reactants are C([N:11]1[CH2:16][CH2:15][NH:14][CH:13]([C:17]([OH:19])=O)[CH2:12]1)(OCC1C=CC=CC=1)=O.[F:20][C:21]1[CH:26]=[C:25]([N+:27]([O-])=O)[C:24](F)=[CH:23][C:22]=1[F:31]. No catalyst specified. The product is [F:20][C:21]1[CH:26]=[C:25]2[C:24](=[CH:23][C:22]=1[F:31])[N:14]1[CH2:15][CH2:16][NH:11][CH2:12][CH:13]1[C:17](=[O:19])[NH:27]2. The yield is 0.167. (3) The reactants are Cl[C:2]1[C:7](C(C)C)=[C:6]([CH3:11])[N:5]=[CH:4][N:3]=1.[C:12]([O-])(=O)[CH3:13].[Na+].[CH3:17]O. The catalyst is [Pd]. The product is [CH3:11][C:6]1[CH:7]=[C:2]([CH:12]([CH3:13])[CH3:17])[N:3]=[CH:4][N:5]=1. The yield is 0.810. (4) The reactants are [CH3:1][C:2]1[C:11](=[O:12])[CH2:10][CH2:9][C:8]2([C:13]3[CH:18]=[CH:17][CH:16]=[CH:15][CH:14]=3)[C:3]=1[CH2:4][CH2:5][CH2:6][C:7]2=[O:19].[BH4-].[Na+]. The catalyst is C(O)C.O1CCCC1.O. The product is [OH:19][CH:7]1[CH2:6][CH2:5][CH2:4][C:3]2[C:8]1([C:13]1[CH:14]=[CH:15][CH:16]=[CH:17][CH:18]=1)[CH2:9][CH2:10][C:11](=[O:12])[C:2]=2[CH3:1]. The yield is 0.980. (5) The reactants are Cl[C:2]1[CH:7]=[CH:6][N:5]=[C:4]2[CH:8]=[C:9]([C:11]([N:13]([CH3:15])[CH3:14])=[O:12])[S:10][C:3]=12.[CH3:16][NH:17][C:18]([C:20]1[C:28]2[C:23](=[CH:24][C:25]([OH:29])=[CH:26][CH:27]=2)[N:22]([CH3:30])[C:21]=1[CH3:31])=[O:19].C([O-])([O-])=O.[Cs+].[Cs+]. No catalyst specified. The product is [CH3:30][N:22]1[C:23]2[C:28](=[CH:27][CH:26]=[C:25]([O:29][C:2]3[CH:7]=[CH:6][N:5]=[C:4]4[CH:8]=[C:9]([C:11]([N:13]([CH3:15])[CH3:14])=[O:12])[S:10][C:3]=34)[CH:24]=2)[C:20]([C:18]([NH:17][CH3:16])=[O:19])=[C:21]1[CH3:31]. The yield is 0.730.